This data is from Reaction yield outcomes from USPTO patents with 853,638 reactions. The task is: Predict the reaction yield, written as a fraction of the theoretical maximum amount of product (1.0 means a 100% yield; for example, 0.34 means a 34% yield). (1) The reactants are [C:1](=[O:4])([O-])N.[CH3:5][O:6][C:7](=[O:20])[NH:8][C:9]1[S:10][C:11]2[CH:17]=[CH:16][CH:15]=[C:14]([O:18][CH3:19])[C:12]=2[N:13]=1. No catalyst specified. The product is [CH3:5][O:6][C:7](=[O:20])[NH:8][C:9]1[S:10][C:11]2[C:17]([N:13]3[CH2:9][CH2:1][O:4][CH2:11][CH2:12]3)=[CH:16][CH:15]=[C:14]([O:18][CH3:19])[C:12]=2[N:13]=1. The yield is 0.580. (2) The reactants are [NH2:1][C:2]1[S:3][C:4]([CH3:13])=[C:5]([CH3:12])[C:6]=1[C:7](OCC)=[O:8].O.[CH:15]([NH2:17])=O. No catalyst specified. The product is [CH3:12][C:5]1[C:6]2[C:7]([OH:8])=[N:17][CH:15]=[N:1][C:2]=2[S:3][C:4]=1[CH3:13]. The yield is 0.850. (3) The reactants are Cl[C:2]1[N:7]([C:8]2[CH:13]=[CH:12][C:11]([I:14])=[CH:10][C:9]=2[F:15])[C:6](=[O:16])[N:5]([CH3:17])[C:4](=[O:18])[CH:3]=1.CN.FC1C=C(I)C=C[C:23]=1[N:29]1C(=O)C=C(NC)N(C)C1=O. The catalyst is CO. The product is [F:15][C:9]1[CH:10]=[C:11]([I:14])[CH:12]=[CH:13][C:8]=1[N:7]1[C:2]([NH:29][CH3:23])=[CH:3][C:4](=[O:18])[N:5]([CH3:17])[C:6]1=[O:16]. The yield is 0.799. (4) The reactants are [OH:1][C:2]1[CH:10]=[CH:9][C:8]([C:11]2[N:12]([C:27]([O:29][C:30]([CH3:33])([CH3:32])[CH3:31])=[O:28])[C:13]3[C:18]([CH:19]=2)=[CH:17][C:16]([CH2:20][N:21]2[CH2:26][CH2:25][CH2:24][CH2:23][CH2:22]2)=[CH:15][CH:14]=3)=[C:7]2[C:3]=1[CH2:4][NH:5][C:6]2=[O:34].C(N(CC)CC)C.[C:42]1([S:48](Cl)(=[O:50])=[O:49])[CH:47]=[CH:46][CH:45]=[CH:44][CH:43]=1. The catalyst is ClCCl. The product is [C:42]1([S:48]([O:1][C:2]2[CH:10]=[CH:9][C:8]([C:11]3[N:12]([C:27]([O:29][C:30]([CH3:31])([CH3:33])[CH3:32])=[O:28])[C:13]4[C:18]([CH:19]=3)=[CH:17][C:16]([CH2:20][N:21]3[CH2:26][CH2:25][CH2:24][CH2:23][CH2:22]3)=[CH:15][CH:14]=4)=[C:7]3[C:3]=2[CH2:4][NH:5][C:6]3=[O:34])(=[O:50])=[O:49])[CH:47]=[CH:46][CH:45]=[CH:44][CH:43]=1. The yield is 0.860. (5) The reactants are [Cl:1][C:2]1[CH:7]=[CH:6][C:5]([Mg]Br)=[CH:4][CH:3]=1.[Br:10][C:11]1[CH:25]=[CH:24][C:14]2[C:15]([C:18](N(OC)C)=[O:19])=[N:16][S:17][C:13]=2[CH:12]=1.Cl. The catalyst is C1COCC1. The product is [Br:10][C:11]1[CH:25]=[CH:24][C:14]2[C:15]([C:18]([C:5]3[CH:6]=[CH:7][C:2]([Cl:1])=[CH:3][CH:4]=3)=[O:19])=[N:16][S:17][C:13]=2[CH:12]=1. The yield is 0.810. (6) The reactants are [C:1](=[O:3])=O.Br[C:5]1[CH:6]=[C:7]([CH:10]=[C:11](Br)C=1)[CH2:8]O.[Zn](CC)CC.Cl.[CH2:20]1[CH2:24]O[CH2:22][CH2:21]1. The catalyst is C1C=CC(P(C2C=CC=CC=2)[C-]2C=CC=C2)=CC=1.C1C=CC(P(C2C=CC=CC=2)[C-]2C=CC=C2)=CC=1.Cl[Pd]Cl.[Fe+2].CCOC(C)=O.CCCCCCC. The product is [CH2:21]([C:20]1[CH:24]=[C:5]([CH2:1][OH:3])[CH:6]=[C:7]([CH2:10][CH3:11])[CH:8]=1)[CH3:22]. The yield is 0.530. (7) The product is [CH2:30]([S:29][C:13]1[N:12]=[C:11]([N:8]2[CH2:7][CH2:6][CH:5]([C:3]([OH:4])=[O:2])[CH2:10][CH2:9]2)[CH:16]=[C:15]([CH3:17])[C:14]=1[C:18](=[O:28])[N:19]([C:21]1[CH:26]=[CH:25][CH:24]=[C:23]([F:27])[CH:22]=1)[CH3:20])[CH3:31]. The yield is 0.790. The catalyst is CO.C1COCC1. The reactants are C[O:2][C:3]([CH:5]1[CH2:10][CH2:9][N:8]([C:11]2[CH:16]=[C:15]([CH3:17])[C:14]([C:18](=[O:28])[N:19]([C:21]3[CH:26]=[CH:25][CH:24]=[C:23]([F:27])[CH:22]=3)[CH3:20])=[C:13]([S:29][CH2:30][CH3:31])[N:12]=2)[CH2:7][CH2:6]1)=[O:4].[Li+].[OH-].Cl. (8) The reactants are [C:1]([C:5]1[CH:6]=[C:7]([CH:11]=[C:12]([C:15]([CH3:18])([CH3:17])[CH3:16])[C:13]=1[OH:14])[C:8]([OH:10])=[O:9])([CH3:4])([CH3:3])[CH3:2].[OH-].[K+].[CH3:21]I.O[Li].O. The catalyst is CC(C)=O.C1COCC1.O. The product is [C:1]([C:5]1[CH:6]=[C:7]([CH:11]=[C:12]([C:15]([CH3:18])([CH3:17])[CH3:16])[C:13]=1[O:14][CH3:21])[C:8]([OH:10])=[O:9])([CH3:4])([CH3:3])[CH3:2]. The yield is 0.510.